Dataset: Full USPTO retrosynthesis dataset with 1.9M reactions from patents (1976-2016). Task: Predict the reactants needed to synthesize the given product. (1) The reactants are: [NH2:1][C:2]1[N:7]=[C:6]([C:8]2[O:9][CH:10]=[CH:11][CH:12]=2)[C:5]([C:13]#[N:14])=[C:4](S(C)(=O)=O)[N:3]=1.[C:19]1([N:25]2[CH2:30][CH2:29][NH:28][CH2:27][CH2:26]2)[CH:24]=[CH:23][CH:22]=[CH:21][CH:20]=1. Given the product [NH2:1][C:2]1[N:7]=[C:6]([C:8]2[O:9][CH:10]=[CH:11][CH:12]=2)[C:5]([C:13]#[N:14])=[C:4]([N:28]2[CH2:29][CH2:30][N:25]([C:19]3[CH:24]=[CH:23][CH:22]=[CH:21][CH:20]=3)[CH2:26][CH2:27]2)[N:3]=1, predict the reactants needed to synthesize it. (2) Given the product [Cl:20][C:9]1[CH:10]=[C:11]([N:14]2[CH2:15][CH2:16][O:17][CH2:18][CH2:19]2)[CH:12]=[CH:13][C:8]=1[NH2:7], predict the reactants needed to synthesize it. The reactants are: C(OC(=O)[NH:7][C:8]1[CH:13]=[CH:12][C:11]([N:14]2[CH2:19][CH2:18][O:17][CH2:16][CH2:15]2)=[CH:10][C:9]=1[Cl:20])(C)(C)C.FC(F)(F)C(O)=O. (3) Given the product [CH3:1][N:2]1[C:7]2[CH:8]=[CH:9][N:10]([CH2:16][C:17]([NH:19][C:20]3[S:21][CH:22]=[C:23]([C:25]4[CH:30]=[CH:29][C:28]([Cl:31])=[C:27]([Cl:32])[C:26]=4[Cl:33])[N:24]=3)=[O:18])[C:6]=2[C:5](=[O:12])[N:4]([CH3:13])[C:3]1=[O:14], predict the reactants needed to synthesize it. The reactants are: [CH3:1][N:2]1[C:7]2[C:8](C)=[CH:9][NH:10][C:6]=2[C:5](=[O:12])[N:4]([CH3:13])[C:3]1=[O:14].Br[CH2:16][C:17]([NH:19][C:20]1[S:21][CH:22]=[C:23]([C:25]2[CH:30]=[CH:29][C:28]([Cl:31])=[C:27]([Cl:32])[C:26]=2[Cl:33])[N:24]=1)=[O:18].[H-].[Na+].